This data is from Forward reaction prediction with 1.9M reactions from USPTO patents (1976-2016). The task is: Predict the product of the given reaction. Given the reactants [Br:1][C:2]1[CH:7]=[CH:6][C:5]([S:8](Cl)(=[O:10])=[O:9])=[CH:4][CH:3]=1.[CH2:12]([NH:14][CH2:15][CH3:16])[CH3:13], predict the reaction product. The product is: [Br:1][C:2]1[CH:7]=[CH:6][C:5]([S:8]([N:14]([CH2:15][CH3:16])[CH2:12][CH3:13])(=[O:10])=[O:9])=[CH:4][CH:3]=1.